This data is from Peptide-MHC class I binding affinity with 185,985 pairs from IEDB/IMGT. The task is: Regression. Given a peptide amino acid sequence and an MHC pseudo amino acid sequence, predict their binding affinity value. This is MHC class I binding data. The peptide sequence is KPSGSASSMV. The MHC is HLA-B07:02 with pseudo-sequence HLA-B07:02. The binding affinity (normalized) is 0.635.